Dataset: Catalyst prediction with 721,799 reactions and 888 catalyst types from USPTO. Task: Predict which catalyst facilitates the given reaction. Reactant: [F:1][C:2]([F:23])([F:22])[C:3]1[CH:8]=[CH:7][CH:6]=[CH:5][C:4]=1[C:9]1[N:10]=[C:11]2[C:16]([C:17]([O:19]C)=[O:18])=[CH:15][CH:14]=[N:13][N:12]2[CH:21]=1.[OH-].[Na+]. Product: [F:23][C:2]([F:1])([F:22])[C:3]1[CH:8]=[CH:7][CH:6]=[CH:5][C:4]=1[C:9]1[N:10]=[C:11]2[C:16]([C:17]([OH:19])=[O:18])=[CH:15][CH:14]=[N:13][N:12]2[CH:21]=1. The catalyst class is: 24.